From a dataset of Catalyst prediction with 721,799 reactions and 888 catalyst types from USPTO. Predict which catalyst facilitates the given reaction. (1) Reactant: [CH3:1][O:2][CH2:3][CH2:4][NH:5][C:6](=[O:20])[C:7]1[CH:12]=[C:11]([C:13]([F:16])([F:15])[F:14])[CH:10]=[C:9]([N+:17]([O-])=O)[CH:8]=1. Product: [NH2:17][C:9]1[CH:8]=[C:7]([CH:12]=[C:11]([C:13]([F:14])([F:15])[F:16])[CH:10]=1)[C:6]([NH:5][CH2:4][CH2:3][O:2][CH3:1])=[O:20]. The catalyst class is: 99. (2) Reactant: [CH:1]([N:14]1[CH2:17][CH:16]([C:18](O)=[O:19])[CH2:15]1)([C:8]1[CH:13]=[CH:12][CH:11]=[CH:10][CH:9]=1)[C:2]1[CH:7]=[CH:6][CH:5]=[CH:4][CH:3]=1.C(N(CC)CC)C.C(Cl)(=O)OCC. Product: [CH:1]([N:14]1[CH2:17][CH:16]([CH2:18][OH:19])[CH2:15]1)([C:8]1[CH:13]=[CH:12][CH:11]=[CH:10][CH:9]=1)[C:2]1[CH:3]=[CH:4][CH:5]=[CH:6][CH:7]=1. The catalyst class is: 7. (3) Product: [CH2:1]([N:8]([CH3:34])[C:9]([C:11]1[N:15]=[C:14]([C@H:16]([CH2:25][CH2:26][CH2:27][CH:28]2[CH2:29][CH2:30][CH2:31][CH2:32][CH2:33]2)[CH2:17][C:18]([OH:20])=[O:19])[O:13][N:12]=1)=[O:10])[C:2]1[CH:3]=[CH:4][CH:5]=[CH:6][CH:7]=1. Reactant: [CH2:1]([N:8]([CH3:34])[C:9]([C:11]1[N:15]=[C:14]([C@H:16]([CH2:25][CH2:26][CH2:27][CH:28]2[CH2:33][CH2:32][CH2:31][CH2:30][CH2:29]2)[CH2:17][C:18]([O:20]C(C)(C)C)=[O:19])[O:13][N:12]=1)=[O:10])[C:2]1[CH:7]=[CH:6][CH:5]=[CH:4][CH:3]=1.FC(F)(F)C(O)=O. The catalyst class is: 4. (4) Reactant: [CH3:1][C:2]([C:4]1[CH:9]=[CH:8][C:7]([I:10])=[CH:6][CH:5]=1)=[O:3].[CH3:11][N:12]([CH3:20])[C:13]1[O:17][C:16]([CH:18]=O)=[CH:15][CH:14]=1.[OH-].[K+]. Product: [I:10][C:7]1[CH:8]=[CH:9][C:4]([C:2](=[O:3])[CH:1]=[CH:18][C:16]2[O:17][C:13]([N:12]([CH3:20])[CH3:11])=[CH:14][CH:15]=2)=[CH:5][CH:6]=1. The catalyst class is: 8.